This data is from Forward reaction prediction with 1.9M reactions from USPTO patents (1976-2016). The task is: Predict the product of the given reaction. (1) Given the reactants [OH:1][C:2]1[CH:3]=[C:4]([CH:7]=[CH:8][CH:9]=1)[CH:5]=[O:6].[CH3:10][O:11][CH2:12][CH2:13][O:14][CH2:15]Cl, predict the reaction product. The product is: [CH3:10][O:11][CH2:12][CH2:13][O:14][CH2:15][O:1][C:2]1[CH:3]=[C:4]([CH:7]=[CH:8][CH:9]=1)[CH:5]=[O:6]. (2) The product is: [OH:1][C:2]1[C:9]([OH:10])=[CH:8][C:5]([C:6]#[N:7])=[C:4]([CH2:12][C:13]2[CH:18]=[CH:17][CH:16]=[C:15]([CH3:19])[CH:14]=2)[C:3]=1[C:20]#[N:21]. Given the reactants [OH:1][C:2]1[C:9]([O:10]C)=[CH:8][C:5]([C:6]#[N:7])=[C:4]([CH2:12][C:13]2[CH:18]=[CH:17][CH:16]=[C:15]([CH3:19])[CH:14]=2)[C:3]=1[C:20]#[N:21].BrC1C(C#N)=C(O)C(OC)=CC=1C#N.CC1(C)C(C)(C)OB(CC2C=CC=C(C)C=2)O1, predict the reaction product. (3) The product is: [CH:1]1([NH:4][C:9]([NH:25][NH:24][C:26]2[C:31]([I:32])=[CH:30][CH:29]=[CH:28][N:27]=2)=[O:15])[CH2:3][CH2:2]1. Given the reactants [CH:1]1([NH2:4])[CH2:3][CH2:2]1.ClC(Cl)(O[C:9](=[O:15])OC(Cl)(Cl)Cl)Cl.C(N(CC)CC)C.[NH:24]([C:26]1[C:31]([I:32])=[CH:30][CH:29]=[CH:28][N:27]=1)[NH2:25], predict the reaction product. (4) Given the reactants Br[C:2]1[CH:3]=[C:4]([N:13]([C@H:17]2[CH2:22][CH2:21][C@H:20]([N:23]([CH3:25])[CH3:24])[CH2:19][CH2:18]2)[CH2:14][CH2:15][CH3:16])[C:5]([CH3:12])=[C:6]([CH:11]=1)[C:7]([O:9][CH3:10])=[O:8].[CH3:26][O:27][CH2:28][CH2:29][O:30][C:31]1[CH:36]=[CH:35][C:34](B2OC(C)(C)C(C)(C)O2)=[CH:33][CH:32]=1.C([O-])([O-])=O.[Na+].[Na+], predict the reaction product. The product is: [CH3:24][N:23]([CH3:25])[C@H:20]1[CH2:21][CH2:22][C@H:17]([N:13]([CH2:14][CH2:15][CH3:16])[C:4]2[C:5]([CH3:12])=[C:6]([C:7]([O:9][CH3:10])=[O:8])[CH:11]=[C:2]([C:34]3[CH:35]=[CH:36][C:31]([O:30][CH2:29][CH2:28][O:27][CH3:26])=[CH:32][CH:33]=3)[CH:3]=2)[CH2:18][CH2:19]1. (5) Given the reactants [NH2:1][CH:2]([CH2:10][C:11]1[CH:16]=[CH:15][C:14]([OH:17])=[C:13]([O:18][CH3:19])[CH:12]=1)[C:3]([O:5][C:6]([CH3:9])([CH3:8])[CH3:7])=[O:4].[N+:20]([C:23]1[CH:31]=[CH:30][C:26]([C:27](Cl)=[O:28])=[CH:25][CH:24]=1)([O-:22])=[O:21], predict the reaction product. The product is: [OH:17][C:14]1[CH:15]=[CH:16][C:11]([CH2:10][CH:2]([NH:1][C:27](=[O:28])[C:26]2[CH:25]=[CH:24][C:23]([N+:20]([O-:22])=[O:21])=[CH:31][CH:30]=2)[C:3]([O:5][C:6]([CH3:7])([CH3:9])[CH3:8])=[O:4])=[CH:12][C:13]=1[O:18][CH3:19]. (6) Given the reactants [CH2:1]([O:3][C:4](=[O:20])[C:5]([O:8][C:9]1[CH:14]=[CH:13][C:12]([O:15][CH2:16][CH2:17][NH2:18])=[CH:11][C:10]=1[CH3:19])([CH3:7])[CH3:6])[CH3:2].[CH:21]1([C:24]2[C:29]([CH2:30][C:31](O)=[O:32])=[CH:28][N:27]=[C:26]([C:34]3[CH:39]=[CH:38][C:37]([C:40]([F:43])([F:42])[F:41])=[CH:36][CH:35]=3)[N:25]=2)[CH2:23][CH2:22]1, predict the reaction product. The product is: [CH2:1]([O:3][C:4](=[O:20])[C:5]([O:8][C:9]1[CH:14]=[CH:13][C:12]([O:15][CH2:16][CH2:17][NH:18][C:31](=[O:32])[CH2:30][C:29]2[C:24]([CH:21]3[CH2:22][CH2:23]3)=[N:25][C:26]([C:34]3[CH:35]=[CH:36][C:37]([C:40]([F:43])([F:42])[F:41])=[CH:38][CH:39]=3)=[N:27][CH:28]=2)=[CH:11][C:10]=1[CH3:19])([CH3:6])[CH3:7])[CH3:2]. (7) The product is: [C:1]([O:5][C:6](=[O:15])[CH2:7][C@H:8]([OH:14])[CH2:9][CH2:10][CH2:11][CH2:12][CH3:13])([CH3:3])([CH3:2])[CH3:4]. Given the reactants [C:1]([O:5][C:6](=[O:15])[CH2:7][C:8](=[O:14])[CH2:9][CH2:10][CH2:11][CH2:12][CH3:13])([CH3:4])([CH3:3])[CH3:2], predict the reaction product. (8) Given the reactants [CH3:1][O:2][N:3]([CH3:19])[C:4]([CH:6]1[CH2:11][CH2:10][N:9](C(OC(C)(C)C)=O)[CH2:8][CH2:7]1)=[O:5].FC(F)(F)C(O)=O, predict the reaction product. The product is: [CH3:1][O:2][N:3]([CH3:19])[C:4]([CH:6]1[CH2:7][CH2:8][NH:9][CH2:10][CH2:11]1)=[O:5]. (9) Given the reactants [Cl:1][C:2]1[CH:3]=[C:4]([NH2:15])[C:5]([S:8][C:9]2[CH:14]=[CH:13][N:12]=[CH:11][CH:10]=2)=[N:6][CH:7]=1.[Cl:16][C:17]1[CH:22]=[CH:21][C:20]([S:23](Cl)(=[O:25])=[O:24])=[CH:19][C:18]=1[C:27]([F:30])([F:29])[F:28], predict the reaction product. The product is: [Cl:16][C:17]1[CH:22]=[CH:21][C:20]([S:23]([NH:15][C:4]2[C:5]([S:8][C:9]3[CH:10]=[CH:11][N:12]=[CH:13][CH:14]=3)=[N:6][CH:7]=[C:2]([Cl:1])[CH:3]=2)(=[O:24])=[O:25])=[CH:19][C:18]=1[C:27]([F:30])([F:28])[F:29].